Predict the reactants needed to synthesize the given product. From a dataset of Full USPTO retrosynthesis dataset with 1.9M reactions from patents (1976-2016). (1) The reactants are: C(OC(N1CC[CH:10]([N:13]([CH2:18][C:19]2[CH:24]=[CH:23][CH:22]=[C:21]([C:25]3[CH:30]=[CH:29][N:28]=[C:27]([NH:31][CH2:32][CH2:33][C:34]4[CH:39]=[CH:38][C:37]([OH:40])=[CH:36][CH:35]=4)[N:26]=3)[CH:20]=2)[S:14]([CH3:17])(=[O:16])=[O:15])[CH2:9]1)=O)(C)(C)C.CS([Cl:45])(=O)=O. Given the product [Cl:45][C:36]1[CH:35]=[C:34]([CH2:33][CH2:32][NH:31][C:27]2[N:26]=[C:25]([C:21]3[CH:20]=[C:19]([CH:24]=[CH:23][CH:22]=3)[CH2:18][N:13]([CH2:10][CH3:9])[S:14]([CH3:17])(=[O:16])=[O:15])[CH:30]=[CH:29][N:28]=2)[CH:39]=[CH:38][C:37]=1[OH:40], predict the reactants needed to synthesize it. (2) Given the product [CH2:14]([O:21][C:22]1[CH:31]=[C:30]([CH:29]=[C:24]([C:25]([O:27][CH3:28])=[O:26])[CH:23]=1)[O:32][C:33]1[CH:38]=[CH:37][C:36]([C:39]([OH:3])=[O:40])=[CH:35][CH:34]=1)[C:15]1[CH:20]=[CH:19][CH:18]=[CH:17][CH:16]=1, predict the reactants needed to synthesize it. The reactants are: CC(C)=[O:3].OS(O)(=O)=O.O=[Cr](=O)=O.[CH2:14]([O:21][C:22]1[CH:23]=[C:24]([CH:29]=[C:30]([O:32][C:33]2[CH:38]=[CH:37][C:36]([CH:39]=[O:40])=[CH:35][CH:34]=2)[CH:31]=1)[C:25]([O:27][CH3:28])=[O:26])[C:15]1[CH:20]=[CH:19][CH:18]=[CH:17][CH:16]=1. (3) Given the product [NH2:1][C:2]1[CH:3]=[CH:4][C:5]([C:8]2[CH:9]=[CH:10][C:11]([C:14]3[N:15]([C:32]4[CH:33]=[CH:34][C:35]([Cl:38])=[CH:36][CH:37]=4)[C:16](=[O:31])[C:17]4[N:18]=[CH:19][N:20]([C:23]5[CH:24]=[C:25]([CH:28]=[CH:29][CH:30]=5)[C:26]([NH2:44])=[NH:27])[C:21]=4[N:22]=3)=[CH:12][CH:13]=2)=[N:6][CH:7]=1, predict the reactants needed to synthesize it. The reactants are: [NH2:1][C:2]1[CH:3]=[CH:4][C:5]([C:8]2[CH:13]=[CH:12][C:11]([C:14]3[N:15]([C:32]4[CH:37]=[CH:36][C:35]([Cl:38])=[CH:34][CH:33]=4)[C:16](=[O:31])[C:17]4[N:18]=[CH:19][N:20]([C:23]5[CH:24]=[C:25]([CH:28]=[CH:29][CH:30]=5)[C:26]#[N:27])[C:21]=4[N:22]=3)=[CH:10][CH:9]=2)=[N:6][CH:7]=1.Cl.C(=O)([O-])[O-].[NH4+:44].[NH4+]. (4) Given the product [Cl:1][C:2]1[C:3]([N:12]([CH2:27][C:28]2[CH:33]=[CH:32][C:31]([F:34])=[CH:30][C:29]=2[F:35])[S:13]([C:16]2[CH:25]=[CH:24][C:19]([C:20]([O:22][CH3:23])=[O:21])=[CH:18][CH:17]=2)(=[O:15])=[O:14])=[N:4][CH:5]=[C:6]([C:8]([F:11])([F:9])[F:10])[CH:7]=1, predict the reactants needed to synthesize it. The reactants are: [Cl:1][C:2]1[C:3]([NH:12][S:13]([C:16]2[CH:25]=[CH:24][C:19]([C:20]([O:22][CH3:23])=[O:21])=[CH:18][CH:17]=2)(=[O:15])=[O:14])=[N:4][CH:5]=[C:6]([C:8]([F:11])([F:10])[F:9])[CH:7]=1.Br[CH2:27][C:28]1[CH:33]=[CH:32][C:31]([F:34])=[CH:30][C:29]=1[F:35].